Dataset: Merck oncology drug combination screen with 23,052 pairs across 39 cell lines. Task: Regression. Given two drug SMILES strings and cell line genomic features, predict the synergy score measuring deviation from expected non-interaction effect. (1) Drug 1: O=C(NOCC(O)CO)c1ccc(F)c(F)c1Nc1ccc(I)cc1F. Drug 2: COC1CC2CCC(C)C(O)(O2)C(=O)C(=O)N2CCCCC2C(=O)OC(C(C)CC2CCC(OP(C)(C)=O)C(OC)C2)CC(=O)C(C)C=C(C)C(O)C(OC)C(=O)C(C)CC(C)C=CC=CC=C1C. Cell line: DLD1. Synergy scores: synergy=35.1. (2) Drug 1: CNC(=O)c1cc(Oc2ccc(NC(=O)Nc3ccc(Cl)c(C(F)(F)F)c3)cc2)ccn1. Drug 2: Cn1cc(-c2cnn3c(N)c(Br)c(C4CCCNC4)nc23)cn1. Cell line: OCUBM. Synergy scores: synergy=5.57. (3) Drug 1: O=C(O)C1(Cc2cccc(Nc3nccs3)n2)CCC(Oc2cccc(Cl)c2F)CC1. Drug 2: Cn1cc(-c2cnn3c(N)c(Br)c(C4CCCNC4)nc23)cn1. Cell line: HCT116. Synergy scores: synergy=8.67. (4) Drug 1: O=c1[nH]cc(F)c(=O)[nH]1. Drug 2: Cn1c(=O)n(-c2ccc(C(C)(C)C#N)cc2)c2c3cc(-c4cnc5ccccc5c4)ccc3ncc21. Cell line: T47D. Synergy scores: synergy=106. (5) Drug 1: O=P1(N(CCCl)CCCl)NCCCO1. Drug 2: COC1CC2CCC(C)C(O)(O2)C(=O)C(=O)N2CCCCC2C(=O)OC(C(C)CC2CCC(OP(C)(C)=O)C(OC)C2)CC(=O)C(C)C=C(C)C(O)C(OC)C(=O)C(C)CC(C)C=CC=CC=C1C. Cell line: OV90. Synergy scores: synergy=13.0. (6) Drug 1: CCN(CC)CCNC(=O)c1c(C)[nH]c(C=C2C(=O)Nc3ccc(F)cc32)c1C. Drug 2: NC1CCCCC1N.O=C(O)C(=O)O.[Pt+2]. Cell line: NCIH23. Synergy scores: synergy=-18.3. (7) Drug 1: N.N.O=C(O)C1(C(=O)O)CCC1.[Pt]. Drug 2: CC(C)CC(NC(=O)C(Cc1ccccc1)NC(=O)c1cnccn1)B(O)O. Cell line: SKOV3. Synergy scores: synergy=-19.3.